From a dataset of KCNQ2 potassium channel screen with 302,405 compounds. Binary Classification. Given a drug SMILES string, predict its activity (active/inactive) in a high-throughput screening assay against a specified biological target. The compound is S(=O)(=O)(NCCCC(OC)=O)c1cc2c(cc1)cccc2. The result is 0 (inactive).